Dataset: Forward reaction prediction with 1.9M reactions from USPTO patents (1976-2016). Task: Predict the product of the given reaction. (1) Given the reactants [CH3:1][O:2][C:3]1[C:8]2[N:9]=[C:10]([NH2:12])[S:11][C:7]=2[C:6]([NH:13][CH3:14])=[CH:5][CH:4]=1.C(=O)([O-])[O-].[K+].[K+].Br.Br[CH2:23][C:24]1[CH:29]=[CH:28][CH:27]=[CH:26][N:25]=1.[F:30][C:31]1[CH:39]=[CH:38][C:34]([C:35](O)=[O:36])=[CH:33][CH:32]=1.CN(C(ON1N=NC2C=CC=NC1=2)=[N+](C)C)C.F[P-](F)(F)(F)(F)F.C(N(C(C)C)C(C)C)C, predict the reaction product. The product is: [F:30][C:31]1[CH:39]=[CH:38][C:34]([C:35]([NH:12][C:10]2[S:11][C:7]3[C:6]([N:13]([CH3:14])[CH2:23][C:24]4[CH:29]=[CH:28][CH:27]=[CH:26][N:25]=4)=[CH:5][CH:4]=[C:3]([O:2][CH3:1])[C:8]=3[N:9]=2)=[O:36])=[CH:33][CH:32]=1. (2) Given the reactants Br[CH2:2][C:3]1[C:4]([F:18])=[C:5]([C:11]2[CH:16]=[CH:15][CH:14]=[C:13]([Cl:17])[CH:12]=2)[C:6]([O:9][CH3:10])=[CH:7][CH:8]=1.[N+:19]([C:22]1[CH:27]=[CH:26][C:25](B(O)O)=[CH:24][CH:23]=1)([O-:21])=[O:20].P([O-])([O-])([O-])=O.[K+].[K+].[K+].C(COC)OC, predict the reaction product. The product is: [Cl:17][C:13]1[CH:12]=[C:11]([C:5]2[C:6]([O:9][CH3:10])=[CH:7][CH:8]=[C:3]([CH2:2][C:25]3[CH:26]=[CH:27][C:22]([N+:19]([O-:21])=[O:20])=[CH:23][CH:24]=3)[C:4]=2[F:18])[CH:16]=[CH:15][CH:14]=1. (3) Given the reactants [CH3:1][C:2]1([CH3:23])[O:6][CH:5]([C:7]2[N:12]=[CH:11][C:10]([NH:13][C:14](=[O:22])OC3C=CC=CC=3)=[CH:9][CH:8]=2)[CH2:4][O:3]1.[CH3:24][CH:25]1[CH2:30][CH2:29][N:28]([C:31]2[C:36]([CH2:37][NH2:38])=[CH:35][CH:34]=[C:33]([C:39]([F:42])([F:41])[F:40])[N:32]=2)[CH2:27][CH2:26]1, predict the reaction product. The product is: [CH3:23][C:2]1([CH3:1])[O:6][CH:5]([C:7]2[N:12]=[CH:11][C:10]([NH:13][C:14]([NH:38][CH2:37][C:36]3[C:31]([N:28]4[CH2:29][CH2:30][CH:25]([CH3:24])[CH2:26][CH2:27]4)=[N:32][C:33]([C:39]([F:42])([F:40])[F:41])=[CH:34][CH:35]=3)=[O:22])=[CH:9][CH:8]=2)[CH2:4][O:3]1. (4) Given the reactants [CH3:1][C:2]1[C:6]([C:7]([C:9]2[CH:14]=[CH:13][CH:12]=[CH:11][CH:10]=2)=[O:8])=[C:5]([CH3:15])[N:4]([C:16]2[CH:23]=[CH:22][C:19]([C:20]#[N:21])=[CH:18][CH:17]=2)[N:3]=1.[CH3:24][Mg]Br, predict the reaction product. The product is: [OH:8][C:7]([C:6]1[C:2]([CH3:1])=[N:3][N:4]([C:16]2[CH:17]=[CH:18][C:19]([C:20]#[N:21])=[CH:22][CH:23]=2)[C:5]=1[CH3:15])([C:9]1[CH:10]=[CH:11][CH:12]=[CH:13][CH:14]=1)[CH3:24]. (5) Given the reactants Cl[CH2:2][C:3]1[CH:8]=[CH:7][C:6]([CH2:9][CH2:10][C:11]2[N:12]=[C:13]([NH:27][C:28](=[O:30])[CH3:29])[S:14][C:15]=2[CH2:16][C:17]2[CH:22]=[CH:21][C:20]([S:23]([CH3:26])(=[O:25])=[O:24])=[CH:19][CH:18]=2)=[CH:5][CH:4]=1.[NH3:31], predict the reaction product. The product is: [NH2:31][CH2:2][C:3]1[CH:8]=[CH:7][C:6]([CH2:9][CH2:10][C:11]2[N:12]=[C:13]([NH:27][C:28](=[O:30])[CH3:29])[S:14][C:15]=2[CH2:16][C:17]2[CH:22]=[CH:21][C:20]([S:23]([CH3:26])(=[O:25])=[O:24])=[CH:19][CH:18]=2)=[CH:5][CH:4]=1. (6) Given the reactants [CH3:1][O:2][C:3]1[CH:8]=[CH:7][C:6]([CH:9]([NH:18][CH:19]([C:26]2[O:27][CH:28]=[CH:29][CH:30]=2)[C:20](N(OC)C)=[O:21])[C:10]2[CH:15]=[CH:14][C:13]([O:16][CH3:17])=[CH:12][CH:11]=2)=[CH:5][CH:4]=1.[H-].[H-].[H-].[H-].[Li+].[Al+3], predict the reaction product. The product is: [CH3:17][O:16][C:13]1[CH:12]=[CH:11][C:10]([CH:9]([NH:18][CH:19]([C:26]2[O:27][CH:28]=[CH:29][CH:30]=2)[CH:20]=[O:21])[C:6]2[CH:7]=[CH:8][C:3]([O:2][CH3:1])=[CH:4][CH:5]=2)=[CH:15][CH:14]=1.